From a dataset of Catalyst prediction with 721,799 reactions and 888 catalyst types from USPTO. Predict which catalyst facilitates the given reaction. Reactant: C([NH:4][C:5]1[CH:10]=[CH:9][C:8]([S:11]([N:14]2[CH2:19][CH2:18][CH2:17][CH2:16][CH2:15]2)(=[O:13])=[O:12])=[CH:7][CH:6]=1)(=O)C.C(OCC)(=O)C.ClCCl.[OH-].[Na+]. Product: [NH2:4][C:5]1[CH:10]=[CH:9][C:8]([S:11]([N:14]2[CH2:19][CH2:18][CH2:17][CH2:16][CH2:15]2)(=[O:13])=[O:12])=[CH:7][CH:6]=1. The catalyst class is: 33.